This data is from CYP3A4 inhibition data for predicting drug metabolism from PubChem BioAssay. The task is: Regression/Classification. Given a drug SMILES string, predict its absorption, distribution, metabolism, or excretion properties. Task type varies by dataset: regression for continuous measurements (e.g., permeability, clearance, half-life) or binary classification for categorical outcomes (e.g., BBB penetration, CYP inhibition). Dataset: cyp3a4_veith. (1) The compound is Cc1noc(C)c1-c1nccc(N2CCOCC2)n1. The result is 0 (non-inhibitor). (2) The compound is COc1cccc(CNCCNC(=O)c2nonc2N)c1.Cl. The result is 0 (non-inhibitor). (3) The drug is Cc1ccc2c(c1)SC1=NC(c3ccccc3)(C(F)(F)F)NC(=O)N12. The result is 0 (non-inhibitor). (4) The compound is Cc1cc(C)nc(/N=C(\N)Nc2ccc(F)c([N+](=O)[O-])c2)n1. The result is 0 (non-inhibitor). (5) The compound is NCCOC[C@H](N)C(=O)O. The result is 0 (non-inhibitor). (6) The molecule is CC1(C)S[C@@H]2[C@H](NC(=O)C3(N)CCCCC3)C(=O)N2[C@@H]1C(=O)O. The result is 0 (non-inhibitor).